From a dataset of Forward reaction prediction with 1.9M reactions from USPTO patents (1976-2016). Predict the product of the given reaction. (1) The product is: [ClH:1].[CH3:8][O:9][C:10]([C:12]1[CH:13]=[CH:14][N:15]2[C:20]=1[C:19](=[O:21])[N:18]([CH2:22][C:23]1[CH:24]=[CH:25][CH:26]=[CH:27][CH:28]=1)[C:17]([CH:29]([N:32]([CH2:42][CH2:43][CH2:44][NH2:45])[C:33](=[O:41])[C:34]1[CH:35]=[CH:36][C:37]([CH3:40])=[CH:38][CH:39]=1)[CH2:30][CH3:31])=[N:16]2)=[O:11]. Given the reactants [ClH:1].O1CCOCC1.[CH3:8][O:9][C:10]([C:12]1[CH:13]=[CH:14][N:15]2[C:20]=1[C:19](=[O:21])[N:18]([CH2:22][C:23]1[CH:28]=[CH:27][CH:26]=[CH:25][CH:24]=1)[C:17]([CH:29]([N:32]([CH2:42][CH2:43][CH2:44][NH:45]C(OC(C)(C)C)=O)[C:33](=[O:41])[C:34]1[CH:39]=[CH:38][C:37]([CH3:40])=[CH:36][CH:35]=1)[CH2:30][CH3:31])=[N:16]2)=[O:11], predict the reaction product. (2) Given the reactants CO.[N+:3]([C:6]1[C:15]2[CH2:14][CH2:13][CH2:12][CH2:11][C:10]=2[CH:9]=[CH:8][C:7]=1[NH:16][C:17]1[CH:18]=[C:19]([CH:22]=[CH:23][CH:24]=1)[C:20]#[N:21])([O-])=O, predict the reaction product. The product is: [NH2:3][C:6]1[C:15]2[CH2:14][CH2:13][CH2:12][CH2:11][C:10]=2[CH:9]=[CH:8][C:7]=1[NH:16][C:17]1[CH:18]=[C:19]([CH:22]=[CH:23][CH:24]=1)[C:20]#[N:21]. (3) Given the reactants Br[CH2:2][C:3]1[N:8]=[C:7]([CH2:9][C:10]2[C:18]3[C:13](=[CH:14][C:15]([O:19][CH3:20])=[CH:16][CH:17]=3)[NH:12][C:11]=2[C:21]2[CH:26]=[CH:25][CH:24]=[CH:23][CH:22]=2)[CH:6]=[CH:5][CH:4]=1.[C-:27]#[N:28].[K+], predict the reaction product. The product is: [CH3:20][O:19][C:15]1[CH:14]=[C:13]2[C:18]([C:10]([CH2:9][C:7]3[N:8]=[C:3]([CH2:2][C:27]#[N:28])[CH:4]=[CH:5][CH:6]=3)=[C:11]([C:21]3[CH:22]=[CH:23][CH:24]=[CH:25][CH:26]=3)[NH:12]2)=[CH:17][CH:16]=1.